This data is from hERG Central: cardiac toxicity at 1µM, 10µM, and general inhibition. The task is: Predict hERG channel inhibition at various concentrations. (1) The drug is O=C(c1ccc(Cl)c(S(=O)(=O)NCc2ccco2)c1)N1CCN(c2ccc(F)cc2)CC1. Results: hERG_inhib (hERG inhibition (general)): blocker. (2) The compound is Cn1c(CCC(=O)OCC(=O)Nc2ccc(Oc3ccccc3)cc2)nc(=O)c2ccccc21. Results: hERG_inhib (hERG inhibition (general)): blocker. (3) The molecule is O=c1ccc(-c2ccc([N+](=O)[O-])cc2)nn1-c1ccccc1. Results: hERG_inhib (hERG inhibition (general)): blocker.